From a dataset of Catalyst prediction with 721,799 reactions and 888 catalyst types from USPTO. Predict which catalyst facilitates the given reaction. Reactant: CO[C:3]([CH2:5][CH2:6][C@H:7]([NH2:11])[C:8]([OH:10])=[O:9])=[O:4].C(CC(=O)C)(=O)C.[CH2:19]([N:23](CCCC)CCCC)[CH2:20]CC.C(N)C. Product: [NH2:11][C@H:7]([C:8]([OH:10])=[O:9])[CH2:6][CH2:5][C:3]([NH:23][CH2:19][CH3:20])=[O:4]. The catalyst class is: 5.